This data is from Forward reaction prediction with 1.9M reactions from USPTO patents (1976-2016). The task is: Predict the product of the given reaction. (1) Given the reactants [CH3:1][O:2][C:3]1[CH:4]=[C:5]([CH:13](OC(=O)C)[C:14]([N:16]([CH3:27])[CH:17]([C:19]2[CH:24]=[CH:23][CH:22]=[C:21]([O:25][CH3:26])[CH:20]=2)[CH3:18])=[O:15])[CH:6]=[C:7]([O:11][CH3:12])[C:8]=1[O:9][CH3:10].FC(F)(F)C(O)=O, predict the reaction product. The product is: [CH3:18][CH:17]1[C:19]2[C:24](=[CH:23][CH:22]=[C:21]([O:25][CH3:26])[CH:20]=2)[CH:13]([C:5]2[CH:6]=[C:7]([O:11][CH3:12])[C:8]([O:9][CH3:10])=[C:3]([O:2][CH3:1])[CH:4]=2)[C:14](=[O:15])[N:16]1[CH3:27]. (2) Given the reactants O.[OH-].[Li+].[Cl:4][C:5]1[CH:10]=[CH:9][CH:8]=[C:7]([Cl:11])[C:6]=1[NH:12][C:13]([NH:15][C:16]1[C:17]([C:26]([N:28]([CH2:35][C:36]2[CH:41]=[CH:40][CH:39]=[CH:38][CH:37]=2)[C@H:29]([C:31]([O:33]C)=[O:32])[CH3:30])=[O:27])=[CH:18][C:19]2[C:24]([CH:25]=1)=[CH:23][CH:22]=[CH:21][CH:20]=2)=[O:14].O.Cl, predict the reaction product. The product is: [Cl:4][C:5]1[CH:10]=[CH:9][CH:8]=[C:7]([Cl:11])[C:6]=1[NH:12][C:13]([NH:15][C:16]1[C:17]([C:26]([N:28]([CH2:35][C:36]2[CH:37]=[CH:38][CH:39]=[CH:40][CH:41]=2)[C@H:29]([C:31]([OH:33])=[O:32])[CH3:30])=[O:27])=[CH:18][C:19]2[C:24]([CH:25]=1)=[CH:23][CH:22]=[CH:21][CH:20]=2)=[O:14].